Dataset: Catalyst prediction with 721,799 reactions and 888 catalyst types from USPTO. Task: Predict which catalyst facilitates the given reaction. (1) Reactant: [H-].[Na+].[Br:3][C:4]1[CH:5]=[C:6]([CH:19]=[CH:20][C:21]=1[F:22])[CH2:7][N:8]([CH:16]([CH3:18])[CH3:17])[C:9]([C:11]1[N:15]=[CH:14][NH:13][N:12]=1)=[O:10].[CH3:23]N(C)C=O.CI. Product: [Br:3][C:4]1[CH:5]=[C:6]([CH:19]=[CH:20][C:21]=1[F:22])[CH2:7][N:8]([CH:16]([CH3:18])[CH3:17])[C:9]([C:11]1[N:15]=[CH:14][N:13]([CH3:23])[N:12]=1)=[O:10]. The catalyst class is: 6. (2) Reactant: C([Li])CCC.[CH2:6]([C:14]1[CH:18]=[CH:17][S:16][C:15]=1[C:19]1[S:20][C:21]([C:24]2[S:25][CH:26]=[CH:27][C:28]=2[CH2:29][CH2:30][CH2:31][CH2:32][CH2:33][CH2:34][CH2:35][CH3:36])=[CH:22][CH:23]=1)[CH2:7][CH2:8][CH2:9][CH2:10][CH2:11][CH2:12][CH3:13].[CH2:37]([Sn:41](Cl)([CH2:46][CH2:47][CH2:48][CH3:49])[CH2:42][CH2:43][CH2:44][CH3:45])[CH2:38][CH2:39][CH3:40].[F-].[Na+]. Product: [CH2:46]([Sn:41]([CH2:37][CH2:38][CH2:39][CH3:40])([CH2:42][CH2:43][CH2:44][CH3:45])[C:17]1[S:16][C:15]([C:19]2[S:20][C:21]([C:24]3[S:25][CH:26]=[CH:27][C:28]=3[CH2:29][CH2:30][CH2:31][CH2:32][CH2:33][CH2:34][CH2:35][CH3:36])=[CH:22][CH:23]=2)=[C:14]([CH2:6][CH2:7][CH2:8][CH2:9][CH2:10][CH2:11][CH2:12][CH3:13])[CH:18]=1)[CH2:47][CH2:48][CH3:49]. The catalyst class is: 305. (3) Product: [C:1]1([C:7]2[C:11]([C:12]([F:15])([F:14])[F:13])=[C:10]([C:16]([F:25])=[O:18])[O:9][N:8]=2)[CH:6]=[CH:5][CH:4]=[CH:3][CH:2]=1. The catalyst class is: 4. Reactant: [C:1]1([C:7]2[C:11]([C:12]([F:15])([F:14])[F:13])=[C:10]([C:16]([OH:18])=O)[O:9][N:8]=2)[CH:6]=[CH:5][CH:4]=[CH:3][CH:2]=1.N1C=CC=CC=1.[F:25]C1N=C(F)N=C(F)N=1. (4) Reactant: [F:1][C:2]1[CH:3]=[C:4]([C@@:13]2([NH:22][C:23]([C:25]3[CH:34]=[CH:33][C:28]([C:29]([O:31]C)=[O:30])=[CH:27][N:26]=3)=[O:24])[C:17]3=[N:18][CH:19]=[CH:20][CH:21]=[C:16]3[O:15][CH2:14]2)[CH:5]=[CH:6][C:7]=1[O:8][C:9]([F:12])([F:11])[F:10].O.Cl. Product: [F:1][C:2]1[CH:3]=[C:4]([C@@:13]2([NH:22][C:23]([C:25]3[CH:34]=[CH:33][C:28]([C:29]([OH:31])=[O:30])=[CH:27][N:26]=3)=[O:24])[C:17]3=[N:18][CH:19]=[CH:20][CH:21]=[C:16]3[O:15][CH2:14]2)[CH:5]=[CH:6][C:7]=1[O:8][C:9]([F:12])([F:11])[F:10]. The catalyst class is: 5. (5) Reactant: [Cl:1][C:2]1[CH:7]=[C:6]([N+:8]([O-:10])=[O:9])[CH:5]=[CH:4][C:3]=1[C:11]([CH3:15])([CH3:14])[C:12]#[N:13].B.C1COCC1. Product: [Cl:1][C:2]1[CH:7]=[C:6]([N+:8]([O-:10])=[O:9])[CH:5]=[CH:4][C:3]=1[C:11]([CH3:15])([CH3:14])[CH2:12][NH2:13]. The catalyst class is: 1.